Dataset: NCI-60 drug combinations with 297,098 pairs across 59 cell lines. Task: Regression. Given two drug SMILES strings and cell line genomic features, predict the synergy score measuring deviation from expected non-interaction effect. (1) Drug 1: C1=CC(=C2C(=C1NCCNCCO)C(=O)C3=C(C=CC(=C3C2=O)O)O)NCCNCCO. Drug 2: C1CN1P(=S)(N2CC2)N3CC3. Cell line: NCIH23. Synergy scores: CSS=69.7, Synergy_ZIP=-3.29, Synergy_Bliss=-1.07, Synergy_Loewe=-0.626, Synergy_HSA=3.04. (2) Drug 1: C1=CC(=CC=C1CC(C(=O)O)N)N(CCCl)CCCl.Cl. Drug 2: COCCOC1=C(C=C2C(=C1)C(=NC=N2)NC3=CC=CC(=C3)C#C)OCCOC.Cl. Cell line: TK-10. Synergy scores: CSS=26.5, Synergy_ZIP=-8.34, Synergy_Bliss=0.693, Synergy_Loewe=-15.0, Synergy_HSA=-0.197.